Task: Predict hERG channel inhibition at various concentrations.. Dataset: hERG Central: cardiac toxicity at 1µM, 10µM, and general inhibition (1) The drug is Brc1cccc(CNc2nc3ccccc3n2CCN2CCCCC2)c1. Results: hERG_inhib (hERG inhibition (general)): blocker. (2) The molecule is Cc1ccc(S(=O)(=O)c2ncccc2[N+](=O)[O-])cc1. Results: hERG_inhib (hERG inhibition (general)): blocker.